Dataset: Aqueous solubility values for 9,982 compounds from the AqSolDB database. Task: Regression/Classification. Given a drug SMILES string, predict its absorption, distribution, metabolism, or excretion properties. Task type varies by dataset: regression for continuous measurements (e.g., permeability, clearance, half-life) or binary classification for categorical outcomes (e.g., BBB penetration, CYP inhibition). For this dataset (solubility_aqsoldb), we predict Y. (1) The drug is C=COC(=O)CCCCCCCCCCC. The Y is -5.35 log mol/L. (2) The molecule is [Be]=O. The Y is -7.26 log mol/L. (3) The drug is Clc1ccc(Oc2ccc(Cl)c(Cl)c2Cl)cc1Cl. The Y is -7.67 log mol/L. (4) The molecule is COc1ccc2cc(C(C)C(=O)OCC(=O)N(CCO)CCO)ccc2c1. The Y is -2.96 log mol/L. (5) The compound is COc1ccc(C[C@@H]2NC[C@@H](O)[C@@H]2OC(C)=O)cc1. The Y is -1.61 log mol/L. (6) The drug is CCCCC(CC)C(=O)[O-].CCCCC(CC)C(=O)[O-].[Ba+2]. The Y is -0.905 log mol/L. (7) The molecule is CC(C)(C)NC(=O)C1CCC2C3CC=C4C=C(C(=O)O)CCC4(C)C3CCC12C. The Y is -8.76 log mol/L.